From a dataset of Forward reaction prediction with 1.9M reactions from USPTO patents (1976-2016). Predict the product of the given reaction. (1) Given the reactants [F:1][C:2]1[CH:7]=[C:6]([N+:8]([O-])=O)[CH:5]=[CH:4][C:3]=1[OH:11], predict the reaction product. The product is: [NH2:8][C:6]1[CH:5]=[CH:4][C:3]([OH:11])=[C:2]([F:1])[CH:7]=1. (2) The product is: [NH:13]1[C:14]2[CH:19]=[CH:18][CH:17]=[CH:16][C:15]=2[N:11]=[C:12]1[C@H:8]([NH:9][C:10]([N:27]1[CH2:28][CH:23]2[CH2:29][CH:26]1[CH2:25][N:24]2[C:30]([O:32][C:33]([CH3:36])([CH3:35])[CH3:34])=[O:31])=[O:20])[CH2:7][C:6]1[CH:5]=[CH:4][C:3]([O:2][CH3:1])=[CH:22][CH:21]=1. Given the reactants [CH3:1][O:2][C:3]1[CH:22]=[CH:21][C:6]([CH2:7][C@@H:8]2[C:12]3=[N:13][C:14]4[CH:19]=[CH:18][CH:17]=[CH:16][C:15]=4[N:11]3[C:10](=[O:20])[NH:9]2)=[CH:5][CH:4]=1.[CH:23]12[CH2:29][CH:26]([NH:27][CH2:28]1)[CH2:25][N:24]2[C:30]([O:32][C:33]([CH3:36])([CH3:35])[CH3:34])=[O:31], predict the reaction product. (3) Given the reactants [Cl:1][C:2]1[CH:7]=[CH:6][C:5]([C:8]2[S:12][C:11]([C:13]([O:15]C)=O)=[C:10](/[N:17]=[CH:18]/[N:19]([CH3:21])C)[CH:9]=2)=[CH:4][CH:3]=1.NC1[CH:37]=[CH:36][C:26]([O:27][CH2:28][C:29]2([OH:35])[CH2:32][C:31]([F:34])([F:33])[CH2:30]2)=[C:25]([O:38][CH3:39])[CH:24]=1.C1(O)C=CC=CC=1, predict the reaction product. The product is: [Cl:1][C:2]1[CH:3]=[CH:4][C:5]([C:8]2[S:12][C:11]3[C:13](=[O:15])[N:19]([C:21]4[CH:37]=[CH:36][C:26]([O:27][CH2:28][C:29]5([OH:35])[CH2:30][C:31]([F:34])([F:33])[CH2:32]5)=[C:25]([O:38][CH3:39])[CH:24]=4)[CH:18]=[N:17][C:10]=3[CH:9]=2)=[CH:6][CH:7]=1. (4) Given the reactants Br[C:2]1[CH:7]=[CH:6][C:5]([CH:8]2[CH2:13][CH2:12][O:11][CH2:10][CH2:9]2)=[CH:4][CH:3]=1.[CH3:14][C:15]1([CH3:31])[C:19]([CH3:21])([CH3:20])[O:18][B:17]([B:17]2[O:18][C:19]([CH3:21])([CH3:20])[C:15]([CH3:31])([CH3:14])[O:16]2)[O:16]1.CC([O-])=O.[K+].O, predict the reaction product. The product is: [CH3:14][C:15]1([CH3:31])[C:19]([CH3:21])([CH3:20])[O:18][B:17]([C:2]2[CH:7]=[CH:6][C:5]([CH:8]3[CH2:13][CH2:12][O:11][CH2:10][CH2:9]3)=[CH:4][CH:3]=2)[O:16]1. (5) Given the reactants [CH2:1]([C:8]1[O:9][C:10]([C:13]2[C:14]([CH3:25])=[N:15][O:16][C:17]=2[C:18]2[CH:23]=[CH:22][C:21](Br)=[CH:20][CH:19]=2)=[N:11][N:12]=1)[C:2]1[CH:7]=[CH:6][CH:5]=[CH:4][CH:3]=1.[CH2:26]([O:28][C:29]([C:31]1([C:34]2[CH:39]=[CH:38][C:37](B3OC(C)(C)C(C)(C)O3)=[CH:36][CH:35]=2)[CH2:33][CH2:32]1)=[O:30])[CH3:27], predict the reaction product. The product is: [CH2:26]([O:28][C:29]([C:31]1([C:34]2[CH:39]=[CH:38][C:37]([C:21]3[CH:22]=[CH:23][C:18]([C:17]4[O:16][N:15]=[C:14]([CH3:25])[C:13]=4[C:10]4[O:9][C:8]([CH2:1][C:2]5[CH:7]=[CH:6][CH:5]=[CH:4][CH:3]=5)=[N:12][N:11]=4)=[CH:19][CH:20]=3)=[CH:36][CH:35]=2)[CH2:32][CH2:33]1)=[O:30])[CH3:27]. (6) Given the reactants CC(OI1(OC(C)=O)(OC(C)=O)OC(=O)C2C=CC=CC1=2)=O.[C:23]([O:27][C:28](=[O:60])[NH:29][C:30]1[C:34]([C:35]2[CH:40]=[CH:39][C:38]([CH2:41][CH:42]([NH:55][C:56](=[O:58])[CH3:57])[C:43]([NH:45][CH2:46][CH:47]([OH:54])[CH2:48][C:49]([CH3:53])([CH3:52])[CH2:50][CH3:51])=[O:44])=[CH:37][CH:36]=2)=[CH:33][N:32]([CH3:59])[N:31]=1)([CH3:26])([CH3:25])[CH3:24], predict the reaction product. The product is: [C:56]([NH:55][CH:42]([C:43]([NH:45][CH2:46][C:47](=[O:54])[CH2:48][C:49]([CH3:53])([CH3:52])[CH2:50][CH3:51])=[O:44])[CH2:41][C:38]1[CH:37]=[CH:36][C:35]([C:34]2[C:30]([NH:29][C:28](=[O:60])[O:27][C:23]([CH3:26])([CH3:25])[CH3:24])=[N:31][N:32]([CH3:59])[CH:33]=2)=[CH:40][CH:39]=1)(=[O:58])[CH3:57]. (7) Given the reactants Br[C:2]1[C:3]([NH2:15])=[N:4][CH:5]=[C:6]([C:8]2([CH3:14])[CH2:13][CH2:12][O:11][CH2:10][CH2:9]2)[CH:7]=1.[F:16][C:17]1[CH:34]=[C:33](B2OC(C)(C)C(C)(C)O2)[CH:32]=[CH:31][C:18]=1[C:19]([NH:21][C@@H:22]([C:25]1[CH:30]=[CH:29][CH:28]=[CH:27][CH:26]=1)[CH2:23][OH:24])=[O:20].C(=O)([O-])[O-].[Na+].[Na+].C(O)(C(F)(F)F)=O, predict the reaction product. The product is: [NH2:15][C:3]1[C:2]([C:33]2[CH:32]=[CH:31][C:18]([C:19]([NH:21][C@@H:22]([C:25]3[CH:26]=[CH:27][CH:28]=[CH:29][CH:30]=3)[CH2:23][OH:24])=[O:20])=[C:17]([F:16])[CH:34]=2)=[CH:7][C:6]([C:8]2([CH3:14])[CH2:13][CH2:12][O:11][CH2:10][CH2:9]2)=[CH:5][N:4]=1.